Task: Predict the reactants needed to synthesize the given product.. Dataset: Full USPTO retrosynthesis dataset with 1.9M reactions from patents (1976-2016) (1) Given the product [NH2:12][C:13]1[CH:14]=[CH:15][CH:16]=[C:17]2[C:22]=1[CH2:21][C@H:20]([OH:23])[CH2:19][CH2:18]2, predict the reactants needed to synthesize it. The reactants are: C1C2C(=CC=CC=2)[C@H](N)[C@@H]1O.[NH2:12][C:13]1[CH:14]=[CH:15][CH:16]=[C:17]2[C:22]=1[CH2:21][C:20](=[O:23])[CH2:19][CH2:18]2.[OH-].[K+].C(OCC)(=O)C.CCCCCC. (2) Given the product [Br:1][C:2]1[N:3]([CH:21]([CH3:23])[CH3:22])[C:4]([CH:12]([C:14]2[CH:19]=[CH:18][C:17]([Cl:20])=[CH:16][CH:15]=2)[NH:36][C:28]2[CH:27]=[C:26]([O:25][CH3:24])[C:34]3[N:33]=[N:32][N:31]([CH3:35])[C:30]=3[CH:29]=2)=[C:5]([C:7]([O:9][CH2:10][CH3:11])=[O:8])[N:6]=1, predict the reactants needed to synthesize it. The reactants are: [Br:1][C:2]1[N:3]([CH:21]([CH3:23])[CH3:22])[C:4]([CH:12]([C:14]2[CH:19]=[CH:18][C:17]([Cl:20])=[CH:16][CH:15]=2)O)=[C:5]([C:7]([O:9][CH2:10][CH3:11])=[O:8])[N:6]=1.[CH3:24][O:25][C:26]1[C:34]2[N:33]=[N:32][N:31]([CH3:35])[C:30]=2[CH:29]=[C:28]([NH2:36])[CH:27]=1.